From a dataset of Full USPTO retrosynthesis dataset with 1.9M reactions from patents (1976-2016). Predict the reactants needed to synthesize the given product. Given the product [F:21][C:22]1[CH:27]=[CH:26][CH:25]=[CH:24][C:23]=1[N:28]1[CH2:33][CH2:32][N:31]([CH2:15][CH2:14][CH2:13][C:12]2[N:8]([CH2:1][C:2]3[CH:7]=[CH:6][CH:5]=[CH:4][CH:3]=3)[N:9]=[C:10]([CH2:17][CH2:18][CH2:19][CH3:20])[CH:11]=2)[CH2:30][CH2:29]1, predict the reactants needed to synthesize it. The reactants are: [CH2:1]([N:8]1[C:12]([CH2:13][CH2:14][CH:15]=O)=[CH:11][C:10]([CH2:17][CH2:18][CH2:19][CH3:20])=[N:9]1)[C:2]1[CH:7]=[CH:6][CH:5]=[CH:4][CH:3]=1.[F:21][C:22]1[CH:27]=[CH:26][CH:25]=[CH:24][C:23]=1[N:28]1[CH2:33][CH2:32][NH:31][CH2:30][CH2:29]1.[BH-](OC(C)=O)(OC(C)=O)OC(C)=O.[Na+].